This data is from Full USPTO retrosynthesis dataset with 1.9M reactions from patents (1976-2016). The task is: Predict the reactants needed to synthesize the given product. (1) Given the product [CH2:8]([C:6]1[N:5]=[CH:4][N:3]=[C:2]([C:10]#[N:11])[CH:7]=1)[CH3:9], predict the reactants needed to synthesize it. The reactants are: Cl[C:2]1[CH:7]=[C:6]([CH2:8][CH3:9])[N:5]=[CH:4][N:3]=1.[CH3:10][N:11](C)C. (2) Given the product [NH2:1][CH:2]1[CH2:8][N:7]([C:9]([O:11][CH2:12][C:13]2[CH:18]=[CH:17][CH:16]=[CH:15][CH:14]=2)=[O:10])[CH2:6][CH2:5][NH:4][CH2:3]1, predict the reactants needed to synthesize it. The reactants are: [NH2:1][CH:2]1[CH2:8][N:7]([C:9]([O:11][CH2:12][C:13]2[CH:18]=[CH:17][CH:16]=[CH:15][CH:14]=2)=[O:10])[CH2:6][CH2:5][NH:4][C:3]1=O.CSC. (3) Given the product [CH2:1]([O:5][CH2:6][CH2:7][O:8][C:9]1[CH:10]=[CH:11][C:12]([C:15]2[CH:16]=[CH:17][C:18]3[N:24]([CH2:25][CH:26]([CH3:27])[CH3:28])[CH2:23][CH2:22][C:21]([C:29]([NH:31][C:32]4[CH:33]=[CH:34][C:35]([S:38]([CH2:39][C:40]5[N:41]=[CH:42][N:43]([CH2:46][CH2:47][CH3:48])[C:44]=5[CH3:45])=[O:58])=[CH:36][CH:37]=4)=[O:30])=[CH:20][C:19]=3[CH:49]=2)=[CH:13][CH:14]=1)[CH2:2][CH2:3][CH3:4], predict the reactants needed to synthesize it. The reactants are: [CH2:1]([O:5][CH2:6][CH2:7][O:8][C:9]1[CH:14]=[CH:13][C:12]([C:15]2[CH:16]=[CH:17][C:18]3[N:24]([CH2:25][CH:26]([CH3:28])[CH3:27])[CH2:23][CH2:22][C:21]([C:29]([NH:31][C:32]4[CH:37]=[CH:36][C:35]([S:38][CH2:39][C:40]5[N:41]=[CH:42][N:43]([CH2:46][CH2:47][CH3:48])[C:44]=5[CH3:45])=[CH:34][CH:33]=4)=[O:30])=[CH:20][C:19]=3[CH:49]=2)=[CH:11][CH:10]=1)[CH2:2][CH2:3][CH3:4].ClC1C=CC=C(C(OO)=[O:58])C=1.CSC.O. (4) The reactants are: [CH3:1][O:2][C:3]1[CH:43]=[CH:42][C:6]([CH2:7][NH:8][C:9]2[S:10][C:11]([C:14]3[CH:15]=[C:16]4[C:20](=[CH:21][CH:22]=3)[N:19](S(C3C=CC(C)=CC=3)(=O)=O)[CH:18]=[C:17]4B3OC(C)(C)C(C)(C)O3)=[N:12][N:13]=2)=[CH:5][CH:4]=1.Br[C:45]1[N:50]=[C:49]([N:51]2[CH2:56][CH2:55][N:54]3[C:57]([CH3:60])=[N:58][N:59]=[C:53]3[CH2:52]2)[CH:48]=[CH:47][CH:46]=1.C(=O)([O-])[O-].[K+].[K+]. Given the product [CH3:1][O:2][C:3]1[CH:4]=[CH:5][C:6]([CH2:7][NH:8][C:9]2[S:10][C:11]([C:14]3[CH:15]=[C:16]4[C:20](=[CH:21][CH:22]=3)[NH:19][CH:18]=[C:17]4[C:45]3[CH:46]=[CH:47][CH:48]=[C:49]([N:51]4[CH2:56][CH2:55][N:54]5[C:57]([CH3:60])=[N:58][N:59]=[C:53]5[CH2:52]4)[N:50]=3)=[N:12][N:13]=2)=[CH:42][CH:43]=1, predict the reactants needed to synthesize it. (5) Given the product [Br:16][C:17]1[CH:18]=[C:19]([CH2:23][O:24][Si:5]([C:2]([CH3:4])([CH3:3])[CH3:1])([CH3:7])[CH3:6])[CH:20]=[CH:21][CH:22]=1, predict the reactants needed to synthesize it. The reactants are: [CH3:1][C:2]([Si:5](Cl)([CH3:7])[CH3:6])([CH3:4])[CH3:3].CCN(CC)CC.[Br:16][C:17]1[CH:18]=[C:19]([CH2:23][OH:24])[CH:20]=[CH:21][CH:22]=1.Cl. (6) Given the product [CH:28]([O:31][C:32]1[N:33]=[C:34]([C:2]2[C:10]3[C:5](=[CH:6][CH:7]=[C:8]([C:11]4[N:15]=[C:14]([NH:16][CH3:17])[O:13][N:12]=4)[CH:9]=3)[N:4]([S:18]([C:21]3[CH:22]=[CH:23][C:24]([CH3:25])=[CH:26][CH:27]=3)(=[O:19])=[O:20])[CH:3]=2)[CH:35]=[N:36][CH:37]=1)([CH3:30])[CH3:29], predict the reactants needed to synthesize it. The reactants are: I[C:2]1[C:10]2[C:5](=[CH:6][CH:7]=[C:8]([C:11]3[N:15]=[C:14]([NH:16][CH3:17])[O:13][N:12]=3)[CH:9]=2)[N:4]([S:18]([C:21]2[CH:27]=[CH:26][C:24]([CH3:25])=[CH:23][CH:22]=2)(=[O:20])=[O:19])[CH:3]=1.[CH:28]([O:31][C:32]1[CH:37]=[N:36][CH:35]=[C:34]([Sn](C)(C)C)[N:33]=1)([CH3:30])[CH3:29].